This data is from Forward reaction prediction with 1.9M reactions from USPTO patents (1976-2016). The task is: Predict the product of the given reaction. (1) Given the reactants C[O:2][C:3](=[O:32])[C:4]([O:7][C:8]1[CH:17]=[CH:16][C:15]([Cl:18])=[C:14]2[C:9]=1[C:10]([CH3:31])=[C:11]([CH2:23][C:24]1[CH:29]=[CH:28][C:27]([Cl:30])=[CH:26][CH:25]=1)[C:12]([O:19][CH:20]([F:22])[F:21])=[N:13]2)([CH3:6])[CH3:5].[OH-].[Li+], predict the reaction product. The product is: [Cl:18][C:15]1[CH:16]=[CH:17][C:8]([O:7][C:4]([CH3:6])([CH3:5])[C:3]([OH:32])=[O:2])=[C:9]2[C:14]=1[N:13]=[C:12]([O:19][CH:20]([F:21])[F:22])[C:11]([CH2:23][C:24]1[CH:25]=[CH:26][C:27]([Cl:30])=[CH:28][CH:29]=1)=[C:10]2[CH3:31]. (2) Given the reactants P(Br)(Br)[Br:2].[CH3:5][O:6][C:7]1[CH:8]=[C:9]([CH:12]=[C:13]([O:15][CH3:16])[CH:14]=1)[CH2:10]O, predict the reaction product. The product is: [CH3:5][O:6][C:7]1[CH:8]=[C:9]([CH:12]=[C:13]([O:15][CH3:16])[CH:14]=1)[CH2:10][Br:2]. (3) Given the reactants [NH2:1][CH2:2][CH2:3][C:4]1[CH:9]=[CH:8][C:7]([C:10]2[N:11]=[C:12]([NH2:15])[S:13][CH:14]=2)=[CH:6][CH:5]=1.O.[OH-].[Na+].[C:19](O[C:19]([O:21][C:22]([CH3:25])([CH3:24])[CH3:23])=[O:20])([O:21][C:22]([CH3:25])([CH3:24])[CH3:23])=[O:20], predict the reaction product. The product is: [C:22]([O:21][C:19](=[O:20])[NH:1][CH2:2][CH2:3][C:4]1[CH:5]=[CH:6][C:7]([C:10]2[N:11]=[C:12]([NH2:15])[S:13][CH:14]=2)=[CH:8][CH:9]=1)([CH3:25])([CH3:24])[CH3:23]. (4) Given the reactants [CH3:1][C:2](C)([O-])C.[K+].C([Si](C1C=CC=CC=1)(C1C=CC=CC=1)[O:12][C:13]1[CH:22]=[CH:21][C:20]2[NH:19][C:18](=[O:23])[C:17]3=[C:24]([CH3:33])[N:25]([CH:27]4[CH2:32][CH2:31][CH2:30][CH2:29][O:28]4)[N:26]=[C:16]3[C:15]=2[CH:14]=1)(C)(C)C.BrCC.C(=O)([O-])[O-].[K+].[K+], predict the reaction product. The product is: [CH2:1]([O:12][C:13]1[CH:22]=[CH:21][C:20]2[NH:19][C:18](=[O:23])[C:17]3=[C:24]([CH3:33])[N:25]([CH:27]4[CH2:32][CH2:31][CH2:30][CH2:29][O:28]4)[N:26]=[C:16]3[C:15]=2[CH:14]=1)[CH3:2]. (5) Given the reactants [C:1]([O:5][C:6]([N:8]1[CH2:13][CH2:12][N:11]([C:14]([C:16]2[C:17]3[C:31]([CH:32]4[CH2:34][CH2:33]4)=[N:30][N:29]([CH:35]4[CH2:40][CH2:39][CH2:38][CH2:37][O:36]4)[C:18]=3[N:19]=[C:20]([C:22]3[CH:27]=[CH:26][C:25]([OH:28])=[CH:24][CH:23]=3)[CH:21]=2)=O)[CH2:10][CH2:9]1)=[O:7])([CH3:4])([CH3:3])[CH3:2].B.CSC, predict the reaction product. The product is: [C:1]([O:5][C:6]([N:8]1[CH2:9][CH2:10][N:11]([CH2:14][C:16]2[CH:21]=[C:20]([C:22]3[CH:23]=[CH:24][C:25]([OH:28])=[CH:26][CH:27]=3)[N:19]=[C:18]3[N:29]([CH:35]4[CH2:40][CH2:39][CH2:38][CH2:37][O:36]4)[N:30]=[C:31]([CH:32]4[CH2:33][CH2:34]4)[C:17]=23)[CH2:12][CH2:13]1)=[O:7])([CH3:4])([CH3:2])[CH3:3]. (6) Given the reactants CC1C=CC(S(N[C@H]([C@@H](N)C2C=CC=CC=2)C2C=CC=CC=2)(=O)=O)=CC=1.C(O)=O.C(N(CC)CC)C.[C:37]([O:41][C:42](=[O:56])[CH2:43][O:44][C:45]1[C:54]2[CH2:53][CH2:52][CH2:51][C:50](=[O:55])[C:49]=2[CH:48]=[CH:47][CH:46]=1)([CH3:40])([CH3:39])[CH3:38], predict the reaction product. The product is: [C:37]([O:41][C:42](=[O:56])[CH2:43][O:44][C:45]1[C:54]2[CH2:53][CH2:52][CH2:51][C@H:50]([OH:55])[C:49]=2[CH:48]=[CH:47][CH:46]=1)([CH3:40])([CH3:38])[CH3:39]. (7) The product is: [CH:7]([N-:6][CH:10]([CH3:12])[CH3:11])([CH3:9])[CH3:8].[Li+:1].[CH2:21]([O:28][CH2:29][CH:30]([C:13]1([C:19]#[N:20])[CH2:18][CH2:17][CH2:16][CH2:15][CH2:14]1)[OH:31])[C:22]1[CH:27]=[CH:26][CH:25]=[CH:24][CH:23]=1. Given the reactants [Li:1]CCCC.[NH:6]([CH:10]([CH3:12])[CH3:11])[CH:7]([CH3:9])[CH3:8].[CH:13]1([C:19]#[N:20])[CH2:18][CH2:17][CH2:16][CH2:15][CH2:14]1.[CH2:21]([O:28][CH2:29][CH:30]=[O:31])[C:22]1[CH:27]=[CH:26][CH:25]=[CH:24][CH:23]=1.[NH4+].[Cl-], predict the reaction product. (8) Given the reactants [CH3:1][S:2][C:3](SC)=[N:4][C:5]#[N:6].[CH2:9]([NH2:11])[CH3:10], predict the reaction product. The product is: [CH2:9]([NH:11][C:3](=[N:4][C:5]#[N:6])[S:2][CH3:1])[CH3:10]. (9) Given the reactants Br[C:2]1[C:3]([NH:23][C:24](=[O:27])[CH:25]=[CH2:26])=[CH:4][CH:5]=[C:6]2[C:11]=1[N:10]=[C:9]([CH:12]([CH3:14])[CH3:13])[N:8]([C:15]1[CH:20]=[CH:19][C:18]([Cl:21])=[CH:17][CH:16]=1)[C:7]2=[O:22].C(N(CC)CC)C, predict the reaction product. The product is: [Cl:21][C:18]1[CH:19]=[CH:20][C:15]([N:8]2[C:7](=[O:22])[C:6]3[C:11](=[C:2]4[CH:25]([CH3:26])[C:24](=[O:27])[NH:23][C:3]4=[CH:4][CH:5]=3)[N:10]=[C:9]2[CH:12]([CH3:14])[CH3:13])=[CH:16][CH:17]=1.